Dataset: NCI-60 drug combinations with 297,098 pairs across 59 cell lines. Task: Regression. Given two drug SMILES strings and cell line genomic features, predict the synergy score measuring deviation from expected non-interaction effect. (1) Drug 1: CN(C)N=NC1=C(NC=N1)C(=O)N. Drug 2: CC1=C2C(C(=O)C3(C(CC4C(C3C(C(C2(C)C)(CC1OC(=O)C(C(C5=CC=CC=C5)NC(=O)C6=CC=CC=C6)O)O)OC(=O)C7=CC=CC=C7)(CO4)OC(=O)C)O)C)OC(=O)C. Cell line: CCRF-CEM. Synergy scores: CSS=32.1, Synergy_ZIP=-1.37, Synergy_Bliss=-2.70, Synergy_Loewe=-2.78, Synergy_HSA=0.499. (2) Synergy scores: CSS=26.4, Synergy_ZIP=-3.94, Synergy_Bliss=-2.50, Synergy_Loewe=-5.63, Synergy_HSA=-2.48. Cell line: U251. Drug 2: C1=NC(=NC(=O)N1C2C(C(C(O2)CO)O)O)N. Drug 1: C1=NC2=C(N1)C(=S)N=C(N2)N. (3) Drug 1: CCCCCOC(=O)NC1=NC(=O)N(C=C1F)C2C(C(C(O2)C)O)O. Drug 2: CC(C)(C#N)C1=CC(=CC(=C1)CN2C=NC=N2)C(C)(C)C#N. Cell line: UO-31. Synergy scores: CSS=-2.91, Synergy_ZIP=2.46, Synergy_Bliss=1.27, Synergy_Loewe=-4.26, Synergy_HSA=-4.31. (4) Drug 1: CCC1(CC2CC(C3=C(CCN(C2)C1)C4=CC=CC=C4N3)(C5=C(C=C6C(=C5)C78CCN9C7C(C=CC9)(C(C(C8N6C=O)(C(=O)OC)O)OC(=O)C)CC)OC)C(=O)OC)O.OS(=O)(=O)O. Drug 2: CC1C(C(CC(O1)OC2CC(CC3=C2C(=C4C(=C3O)C(=O)C5=CC=CC=C5C4=O)O)(C(=O)C)O)N)O. Cell line: UO-31. Synergy scores: CSS=48.8, Synergy_ZIP=0.0354, Synergy_Bliss=2.83, Synergy_Loewe=0.881, Synergy_HSA=3.01. (5) Drug 1: C1=NC2=C(N=C(N=C2N1C3C(C(C(O3)CO)O)O)F)N. Drug 2: CCN(CC)CCCC(C)NC1=C2C=C(C=CC2=NC3=C1C=CC(=C3)Cl)OC. Cell line: MDA-MB-435. Synergy scores: CSS=13.4, Synergy_ZIP=-2.12, Synergy_Bliss=-1.37, Synergy_Loewe=-3.41, Synergy_HSA=-1.23.